This data is from Full USPTO retrosynthesis dataset with 1.9M reactions from patents (1976-2016). The task is: Predict the reactants needed to synthesize the given product. Given the product [CH3:32][NH:31][C:30](=[O:34])[C:27]1[CH:28]=[CH:29][C:24]([O:23][C:20]2[CH:21]=[CH:22][C:17]([CH2:16][NH:7][CH2:8][CH2:9][C:10]3[CH:15]=[CH:14][CH:13]=[CH:12][CH:11]=3)=[CH:18][CH:19]=2)=[N:25][CH:26]=1, predict the reactants needed to synthesize it. The reactants are: C(OC(=O)[N:7]([CH2:16][C:17]1[CH:22]=[CH:21][C:20]([O:23][C:24]2[CH:29]=[CH:28][C:27]([C:30](=[O:34])[NH:31][CH2:32]C)=[CH:26][N:25]=2)=[CH:19][CH:18]=1)[CH2:8][CH2:9][C:10]1[CH:15]=[CH:14][CH:13]=[CH:12][CH:11]=1)(C)(C)C.C(O)(C(F)(F)F)=O.